This data is from Forward reaction prediction with 1.9M reactions from USPTO patents (1976-2016). The task is: Predict the product of the given reaction. (1) Given the reactants [CH2:1]([O:3][C:4](=[O:32])[C:5]([CH3:31])([CH3:30])[CH2:6][C:7]1[N:8]([CH2:22][C:23]2[CH:28]=[CH:27][C:26]([Br:29])=[CH:25][CH:24]=2)[C:9]2[C:14]([C:15]=1[S:16][C:17]([CH3:20])([CH3:19])[CH3:18])=[CH:13][C:12]([OH:21])=[CH:11][CH:10]=2)[CH3:2].Br[CH2:34][C:35]1[CH:44]=[CH:43][C:42]2[C:37](=[CH:38][CH:39]=[C:40]([F:45])[CH:41]=2)[N:36]=1.C([O-])([O-])=O.[Cs+].[Cs+], predict the reaction product. The product is: [CH2:1]([O:3][C:4](=[O:32])[C:5]([CH3:31])([CH3:30])[CH2:6][C:7]1[N:8]([CH2:22][C:23]2[CH:24]=[CH:25][C:26]([Br:29])=[CH:27][CH:28]=2)[C:9]2[C:14]([C:15]=1[S:16][C:17]([CH3:20])([CH3:19])[CH3:18])=[CH:13][C:12]([O:21][CH2:34][C:35]1[CH:44]=[CH:43][C:42]3[C:37](=[CH:38][CH:39]=[C:40]([F:45])[CH:41]=3)[N:36]=1)=[CH:11][CH:10]=2)[CH3:2]. (2) The product is: [N+:5]([C:8]1[CH:16]=[C:12]2[C:11](=[CH:10][CH:9]=1)[NH:4][C:2](=[O:3])[NH:1][C:13]2=[O:14])([O-:7])=[O:6]. Given the reactants [NH2:1][C:2]([NH2:4])=[O:3].[N+:5]([C:8]1[CH:16]=[C:12]([C:13](O)=[O:14])[C:11](N)=[CH:10][CH:9]=1)([O-:7])=[O:6], predict the reaction product. (3) The product is: [C:12]1([S:18]([CH2:19][C:20]2[C:25]([C:26]([O:28][CH2:29][CH3:30])=[O:27])=[C:24]([O:31][CH3:32])[C:23]([CH2:33][CH3:34])=[CH:22][CH:21]=2)=[O:9])[CH:13]=[CH:14][CH:15]=[CH:16][CH:17]=1. Given the reactants ClC1C=CC=C(C(OO)=[O:9])C=1.[C:12]1([S:18][CH2:19][C:20]2[C:25]([C:26]([O:28][CH2:29][CH3:30])=[O:27])=[C:24]([O:31][CH3:32])[C:23]([CH2:33][CH3:34])=[CH:22][CH:21]=2)[CH:17]=[CH:16][CH:15]=[CH:14][CH:13]=1, predict the reaction product. (4) The product is: [CH3:12][CH:10]([CH3:11])[CH2:9][CH2:8][NH:7][C:5](=[O:6])[C:4]1[CH:3]=[C:2]([NH:1][C:20](=[O:21])[CH2:19][CH:18]([CH3:23])[CH3:17])[CH:15]=[C:14]([NH:16][C:29](=[O:30])[CH2:28][CH:27]([CH3:34])[CH3:26])[CH:13]=1. Given the reactants [NH2:1][C:2]1[CH:3]=[C:4]([CH:13]=[C:14]([NH2:16])[CH:15]=1)[C:5]([NH:7][CH2:8][CH2:9][CH:10]([CH3:12])[CH3:11])=[O:6].[CH3:17][CH:18]([CH3:23])[CH2:19][C:20](Cl)=[O:21].CN1[C:29](=[O:30])[CH2:28][CH2:27][CH2:26]1.[Li+].[Cl-].N1C=CC=C[CH:34]=1, predict the reaction product. (5) Given the reactants [F:1][C:2]([F:49])([F:48])[C:3]1[CH:4]=[C:5]([CH:41]=[C:42]([C:44]([F:47])([F:46])[F:45])[CH:43]=1)[CH2:6][N:7]([CH2:23][C:24]1[CH:29]=[C:28]([C:30]([F:33])([F:32])[F:31])[CH:27]=[CH:26][C:25]=1[O:34][C:35]1[N:40]=[CH:39][CH:38]=[CH:37][N:36]=1)[C:8]1[N:13]=[CH:12][C:11]([O:14][CH2:15][CH2:16][CH2:17][C:18]([O:20]CC)=[O:19])=[CH:10][N:9]=1.[OH-].[Na+].Cl.C(OCC)(=O)C, predict the reaction product. The product is: [F:47][C:44]([F:45])([F:46])[C:42]1[CH:41]=[C:5]([CH:4]=[C:3]([C:2]([F:1])([F:48])[F:49])[CH:43]=1)[CH2:6][N:7]([CH2:23][C:24]1[CH:29]=[C:28]([C:30]([F:33])([F:31])[F:32])[CH:27]=[CH:26][C:25]=1[O:34][C:35]1[N:36]=[CH:37][CH:38]=[CH:39][N:40]=1)[C:8]1[N:9]=[CH:10][C:11]([O:14][CH2:15][CH2:16][CH2:17][C:18]([OH:20])=[O:19])=[CH:12][N:13]=1. (6) The product is: [Cl:1][C:2]1[CH:3]=[CH:4][C:5]([C:27]#[N:28])=[C:6]([C:8]2[C:13]([O:14][CH3:15])=[CH:12][N:11]([CH:16]([CH2:20][CH:21]3[CH2:23][C:22]3([F:25])[F:24])[C:17]([NH:29][C:30]3[CH:42]=[CH:41][C:33]([C:34]([O:36][C:37]([CH3:38])([CH3:39])[CH3:40])=[O:35])=[CH:32][CH:31]=3)=[O:19])[C:10](=[O:26])[CH:9]=2)[CH:7]=1. Given the reactants [Cl:1][C:2]1[CH:3]=[CH:4][C:5]([C:27]#[N:28])=[C:6]([C:8]2[C:13]([O:14][CH3:15])=[CH:12][N:11]([CH:16]([CH2:20][CH:21]3[CH2:23][C:22]3([F:25])[F:24])[C:17]([OH:19])=O)[C:10](=[O:26])[CH:9]=2)[CH:7]=1.[NH2:29][C:30]1[CH:42]=[CH:41][C:33]([C:34]([O:36][C:37]([CH3:40])([CH3:39])[CH3:38])=[O:35])=[CH:32][CH:31]=1.CC(C)N=C=NC(C)C, predict the reaction product. (7) Given the reactants C1(P(C2C=CC=CC=2)C2C=CC=CC=2)C=CC=CC=1.N1C=CN=C1.[I:25]I.[F:27][C:28]1[CH:33]=[CH:32][C:31]([CH:34](O)[CH2:35][CH2:36][C:37]([O:39][CH3:40])=[O:38])=[CH:30][CH:29]=1, predict the reaction product. The product is: [F:27][C:28]1[CH:33]=[CH:32][C:31]([CH:34]([I:25])[CH2:35][CH2:36][C:37]([O:39][CH3:40])=[O:38])=[CH:30][CH:29]=1.